Task: Predict the reactants needed to synthesize the given product.. Dataset: Full USPTO retrosynthesis dataset with 1.9M reactions from patents (1976-2016) (1) Given the product [CH2:16]([N:3]([CH2:1][CH3:2])[CH2:4][CH2:5][O:6][C:7]1[CH:8]=[CH:9][C:10]([NH2:13])=[CH:11][CH:12]=1)[CH3:17], predict the reactants needed to synthesize it. The reactants are: [CH2:1]([N:3]([CH2:16][CH3:17])[CH2:4][CH2:5][O:6][C:7]1[CH:12]=[CH:11][C:10]([N+:13]([O-])=O)=[CH:9][CH:8]=1)[CH3:2]. (2) Given the product [C:18]([C:8]1[C:7]([N:24]2[CH2:28][CH2:27][C@H:26]([NH:29][C:30](=[O:33])[CH2:31][CH3:32])[CH2:25]2)=[C:16]2[C:11]([CH:12]=[CH:13][CH:14]=[N:15]2)=[C:10]([Cl:17])[CH:9]=1)(=[O:20])[CH3:19], predict the reactants needed to synthesize it. The reactants are: FC(F)(F)S(O[C:7]1[C:8]([C:18](=[O:20])[CH3:19])=[CH:9][C:10]([Cl:17])=[C:11]2[C:16]=1[N:15]=[CH:14][CH:13]=[CH:12]2)(=O)=O.Cl.[NH:24]1[CH2:28][CH2:27][C@H:26]([NH:29][C:30](=[O:33])[CH2:31][CH3:32])[CH2:25]1.C1C=CC(P(C2C=CC3C(=CC=CC=3)C=2C2C3C(=CC=CC=3)C=CC=2P(C2C=CC=CC=2)C2C=CC=CC=2)C2C=CC=CC=2)=CC=1.C(=O)([O-])[O-].[Cs+].[Cs+]. (3) The reactants are: [Cl:1][C:2]1[C:11]2[C:6](=[CH:7][C:8]([O:16][C:17](=[O:19])[CH3:18])=[C:9]([O:12][C:13](=[O:15])[CH3:14])[CH:10]=2)[N:5]=[CH:4][N:3]=1.[C:20]([C:22]1[CH:23]=[C:24]([CH:26]=[CH:27][CH:28]=1)[NH2:25])#[CH:21]. Given the product [ClH:1].[C:20]([C:22]1[CH:23]=[C:24]([NH:25][C:2]2[C:11]3[C:6](=[CH:7][C:8]([O:16][C:17](=[O:19])[CH3:18])=[C:9]([O:12][C:13](=[O:15])[CH3:14])[CH:10]=3)[N:5]=[CH:4][N:3]=2)[CH:26]=[CH:27][CH:28]=1)#[CH:21], predict the reactants needed to synthesize it. (4) Given the product [CH3:1][C:2]1([C:9]([O:11][CH2:12][CH:13]([CH3:15])[CH3:14])=[O:10])[CH2:3][CH2:4][CH:5]([O:8][CH2:22][CH2:23][O:24][CH3:25])[CH2:6][CH2:7]1, predict the reactants needed to synthesize it. The reactants are: [CH3:1][C:2]1([C:9]([O:11][CH2:12][CH:13]([CH3:15])[CH3:14])=[O:10])[CH2:7][CH2:6][C:5](=[O:8])[CH2:4][CH2:3]1.C([Si](C)(C)O[CH2:22][CH2:23][O:24][CH3:25])(C)(C)C.C([SiH](CC)CC)C. (5) Given the product [CH3:1][O:2][C:3]1[CH:4]=[C:5]([CH:16]=[CH:17][C:18]=1[O:19][CH2:20][C:21]1[N:22]=[C:23]([C:27]2[CH:28]=[CH:29][CH:30]=[CH:31][CH:32]=2)[O:24][C:25]=1[CH3:26])[CH2:6][O:7][C:8]1[C:13]([CH2:14][C:33]#[N:35])=[CH:12][CH:11]=[CH:10][N:9]=1, predict the reactants needed to synthesize it. The reactants are: [CH3:1][O:2][C:3]1[CH:4]=[C:5]([CH:16]=[CH:17][C:18]=1[O:19][CH2:20][C:21]1[N:22]=[C:23]([C:27]2[CH:32]=[CH:31][CH:30]=[CH:29][CH:28]=2)[O:24][C:25]=1[CH3:26])[CH2:6][O:7][C:8]1[C:13]([CH2:14]O)=[CH:12][CH:11]=[CH:10][N:9]=1.[CH2:33]([N:35](CC)CC)C.CS(Cl)(=O)=O.[C-]#N.[Na+]. (6) Given the product [CH3:15][C@H:16]1[C@@:25]2([CH3:41])[C@H:26]([O:36][C:37]([CH2:39][S:42][CH:1]3[CH2:5][CH:11]4[N:10]([CH3:8])[CH:13]([CH2:14][CH2:12]4)[CH2:2]3)=[O:38])[CH2:27][C@:28]([CH:34]=[CH2:35])([CH3:33])[C@@H:29]([OH:32])[C@H:30]([CH3:31])[C@:19]3([C@H:24]2[C:22](=[O:23])[CH2:21][CH2:20]3)[CH2:18][CH2:17]1, predict the reactants needed to synthesize it. The reactants are: [CH2:1]([C:5](C)=O)[CH:2](C)C.[CH2:8]([N:10]([CH2:13][CH3:14])[CH2:11][CH3:12])C.[CH3:15][C@H:16]1[C@@:25]2([CH3:41])[C@H:26]([O:36][C:37]([CH2:39]O)=[O:38])[CH2:27][C@:28]([CH:34]=[CH2:35])([CH3:33])[C@@H:29]([OH:32])[C@H:30]([CH3:31])[C@:19]3([C@@H:24]2[C:22](=[O:23])[CH2:21][CH2:20]3)[CH2:18][CH2:17]1.[S:42]([O-])(=O)(=O)C.Cl. (7) Given the product [CH2:12]([N:9]1[CH2:10][C@@H:11]2[C@@H:4]([NH2:1])[CH2:5][CH2:6][C@@H:7]2[CH2:8]1)[C:13]1[CH:14]=[CH:15][CH:16]=[CH:17][CH:18]=1, predict the reactants needed to synthesize it. The reactants are: [N:1]([C@@H:4]1[C@@H:11]2[C@@H:7]([CH2:8][N:9]([CH2:12][C:13]3[CH:18]=[CH:17][CH:16]=[CH:15][CH:14]=3)[CH2:10]2)[CH2:6][CH2:5]1)=[N+]=[N-].[H][H]. (8) Given the product [O:11]=[C:4]1[C:5]2[C:10](=[CH:9][CH:8]=[CH:7][CH:6]=2)[C:2](=[O:1])[N:3]1[CH:12]1[CH2:25][C:15]2[N:16]([CH2:27][C:28]3[CH:33]=[CH:32][CH:31]=[C:30]([F:34])[N:29]=3)[C:17]3[CH:18]=[CH:19][C:20]([C:23]#[N:24])=[CH:21][C:22]=3[C:14]=2[CH2:13]1, predict the reactants needed to synthesize it. The reactants are: [O:1]=[C:2]1[C:10]2[C:5](=[CH:6][CH:7]=[CH:8][CH:9]=2)[C:4](=[O:11])[N:3]1[CH:12]1[CH2:25][C:15]2[NH:16][C:17]3[CH:18]=[CH:19][C:20]([C:23]#[N:24])=[CH:21][C:22]=3[C:14]=2[CH2:13]1.Br[CH2:27][C:28]1[CH:33]=[CH:32][CH:31]=[C:30]([F:34])[N:29]=1.C(=O)([O-])[O-].[Cs+].[Cs+].C(OCC)(=O)C. (9) Given the product [CH3:12][O:13][C:14]1[CH:15]=[C:16]2[C:21](=[CH:22][C:23]=1[O:24][CH3:25])[N:20]=[CH:19][N:18]=[C:17]2[NH:26][C:27]1[S:28][C:29]2[CH:35]=[C:34]([NH:36][C:1](=[O:10])[C:2]3[CH:7]=[CH:6][CH:5]=[CH:4][C:3]=3[O:8][CH3:9])[CH:33]=[CH:32][C:30]=2[N:31]=1, predict the reactants needed to synthesize it. The reactants are: [C:1](Cl)(=[O:10])[C:2]1[C:3]([O:8][CH3:9])=[CH:4][CH:5]=[CH:6][CH:7]=1.[CH3:12][O:13][C:14]1[CH:15]=[C:16]2[C:21](=[CH:22][C:23]=1[O:24][CH3:25])[N:20]=[CH:19][N:18]=[C:17]2[NH:26][C:27]1[S:28][C:29]2[CH:35]=[C:34]([NH2:36])[CH:33]=[CH:32][C:30]=2[N:31]=1.